From a dataset of Reaction yield outcomes from USPTO patents with 853,638 reactions. Predict the reaction yield, written as a fraction of the theoretical maximum amount of product (1.0 means a 100% yield; for example, 0.34 means a 34% yield). (1) The reactants are [CH:1]1([C:5](Cl)=[O:6])[CH2:4][CH2:3][CH2:2]1.[Al+3].[Cl-].[Cl-].[Cl-].[CH3:12][S:13][C:14]1[CH:19]=[CH:18][CH:17]=[CH:16][CH:15]=1. The catalyst is ClC(Cl)C. The product is [CH:1]1([C:5]([C:17]2[CH:18]=[CH:19][C:14]([S:13][CH3:12])=[CH:15][CH:16]=2)=[O:6])[CH2:4][CH2:3][CH2:2]1. The yield is 0.910. (2) The reactants are [Cl:1][C:2]1[C:3]([C:8]2[N:12]([CH2:13][C:14]([F:17])([F:16])[F:15])[N:11]=[CH:10][C:9]=2[C:18]2[O:23][C:22](=[O:24])[C:21]3[CH:25]=[C:26](/[CH:30]=[N:31]/[O:32][CH3:33])[CH:27]=[C:28]([CH3:29])[C:20]=3[N:19]=2)=[N:4][CH:5]=[CH:6][CH:7]=1.[CH3:34][NH2:35]. The catalyst is C1COCC1. The product is [Cl:1][C:2]1[C:3]([C:8]2[N:12]([CH2:13][C:14]([F:15])([F:16])[F:17])[N:11]=[CH:10][C:9]=2[C:18]([NH:19][C:20]2[C:21]([C:22](=[O:24])[NH:35][CH3:34])=[CH:25][C:26](/[CH:30]=[N:31]/[O:32][CH3:33])=[CH:27][C:28]=2[CH3:29])=[O:23])=[N:4][CH:5]=[CH:6][CH:7]=1. The yield is 0.900.